Dataset: Catalyst prediction with 721,799 reactions and 888 catalyst types from USPTO. Task: Predict which catalyst facilitates the given reaction. (1) The catalyst class is: 8. Reactant: C(Cl)(=O)C.C1([C@H](OC(=O)[NH:15][C@@H:16]2[C@@H:25]([O:26][CH3:27])[CH2:24][C:23]3[C:18](=[CH:19][C:20]([C:28](=[O:30])[NH2:29])=[CH:21][CH:22]=3)[C:17]2([CH2:33][CH3:34])[CH2:31][CH3:32])C)C=CC=CC=1. Product: [NH2:15][C@H:16]1[C:17]([CH2:31][CH3:32])([CH2:33][CH3:34])[C:18]2[CH:19]=[C:20]([C:28]([NH2:29])=[O:30])[CH:21]=[CH:22][C:23]=2[CH2:24][C@@H:25]1[O:26][CH3:27]. (2) Reactant: [C:1]([O:5][C:6]([NH:8][C@:9]([CH3:34])([CH2:13][CH2:14][CH2:15][C:16]1[CH:21]=[CH:20][C:19]([O:22][C:23]2[CH:28]=[CH:27][CH:26]=[C:25]([C:29]([F:32])([F:31])[F:30])[CH:24]=2)=[CH:18][C:17]=1[Cl:33])[C:10]([O-])=[O:11])=[O:7])([CH3:4])([CH3:3])[CH3:2].[BH4-].[Li+].C(O)C.C(O)(=O)CC(CC(O)=O)(C(O)=O)O. The catalyst class is: 1. Product: [C:1]([O:5][C:6]([NH:8][C@:9]([CH3:34])([CH2:13][CH2:14][CH2:15][C:16]1[CH:21]=[CH:20][C:19]([O:22][C:23]2[CH:28]=[CH:27][CH:26]=[C:25]([C:29]([F:30])([F:31])[F:32])[CH:24]=2)=[CH:18][C:17]=1[Cl:33])[CH2:10][OH:11])=[O:7])([CH3:4])([CH3:2])[CH3:3]. (3) Reactant: F[C:2]1[N:6]([CH3:7])[N:5]=[C:4]([C:8]([F:14])([F:13])[C:9]([F:12])([F:11])[F:10])[C:3]=1[C:15]([F:18])([F:17])[F:16].CS(C)=O.[N-:23]=[N+:24]=[N-:25].[Na+].O. Product: [N:23]([C:2]1[N:6]([CH3:7])[N:5]=[C:4]([C:8]([F:14])([F:13])[C:9]([F:12])([F:11])[F:10])[C:3]=1[C:15]([F:18])([F:17])[F:16])=[N+:24]=[N-:25]. The catalyst class is: 27. (4) Reactant: [OH:1][C:2]1[CH:29]=[CH:28][C:5]([C:6]([NH:8][C:9]2[CH:14]=[CH:13][C:12]([CH:15]3[O:20][CH2:19][CH2:18][N:17]([C:21]([O:23][C:24]([CH3:27])([CH3:26])[CH3:25])=[O:22])[CH2:16]3)=[CH:11][CH:10]=2)=[O:7])=[CH:4][CH:3]=1.Br[CH2:31][C:32]1[CH:41]=[CH:40][C:35]([C:36]([O:38][CH3:39])=[O:37])=[CH:34][CH:33]=1.C(=O)([O-])[O-].[K+].[K+].[I-].[K+]. Product: [CH3:39][O:38][C:36]([C:35]1[CH:40]=[CH:41][C:32]([CH2:31][O:1][C:2]2[CH:29]=[CH:28][C:5]([C:6]([NH:8][C:9]3[CH:10]=[CH:11][C:12]([CH:15]4[O:20][CH2:19][CH2:18][N:17]([C:21]([O:23][C:24]([CH3:26])([CH3:25])[CH3:27])=[O:22])[CH2:16]4)=[CH:13][CH:14]=3)=[O:7])=[CH:4][CH:3]=2)=[CH:33][CH:34]=1)=[O:37]. The catalyst class is: 21.